This data is from Full USPTO retrosynthesis dataset with 1.9M reactions from patents (1976-2016). The task is: Predict the reactants needed to synthesize the given product. Given the product [F:22][C:21]([F:24])([F:23])[C:20]([N:9]1[CH2:10][CH:11]2[CH2:18][CH2:19][CH:7]([C:6]3[CH:5]=[C:4]([N+:1]([O-:3])=[O:2])[C:14]([OH:28])=[CH:13][C:12]=32)[CH2:8]1)=[O:25], predict the reactants needed to synthesize it. The reactants are: [N+:1]([C:4]1[C:14]([N+]([O-])=O)=[CH:13][C:12]2[CH:11]3[CH2:18][CH2:19][CH:7]([CH2:8][N:9]([C:20](=[O:25])[C:21]([F:24])([F:23])[F:22])[CH2:10]3)[C:6]=2[CH:5]=1)([O-:3])=[O:2].C([O-])(=[O:28])C.[K+].